Dataset: Reaction yield outcomes from USPTO patents with 853,638 reactions. Task: Predict the reaction yield, written as a fraction of the theoretical maximum amount of product (1.0 means a 100% yield; for example, 0.34 means a 34% yield). (1) The reactants are C([Li])CCC.C[C:7]([CH3:10])([O-:9])C.[K+].[F:12][C:13]1[CH:18]=[CH:17][C:16]([C:19]([F:22])([F:21])[F:20])=[CH:15][C:14]=1[O:23][CH2:24][O:25][CH3:26].[OH2:27].[O:28]1[CH2:32][CH2:31]CC1. No catalyst specified. The product is [F:12][C:13]1[C:14]([O:23][CH2:24][O:25][CH3:26])=[C:15]([C:32](=[O:28])[C:31]([O:9][CH2:7][CH3:10])=[O:27])[C:16]([C:19]([F:22])([F:21])[F:20])=[CH:17][CH:18]=1. The yield is 0.580. (2) The reactants are [C:1]([O:5][C:6](=[O:19])[NH:7][C@H:8]1[CH2:17][CH2:16][C:15]2[C:10](=[CH:11][CH:12]=[C:13]([Br:18])[CH:14]=2)[CH2:9]1)([CH3:4])([CH3:3])[CH3:2].[H-].[Na+].[CH2:22](Br)[CH2:23][CH3:24].O. The catalyst is CN(C)C=O. The product is [C:1]([O:5][C:6](=[O:19])[N:7]([C@H:8]1[CH2:17][CH2:16][C:15]2[C:10](=[CH:11][CH:12]=[C:13]([Br:18])[CH:14]=2)[CH2:9]1)[CH2:22][CH2:23][CH3:24])([CH3:4])([CH3:2])[CH3:3]. The yield is 0.760. (3) The reactants are Cl.[NH:2]([C:6]1[CH:14]=[CH:13][C:9]([C:10]([OH:12])=[O:11])=[CH:8][CH:7]=1)[C:3]([NH2:5])=[NH:4].[C:15](O[C:15]([O:17][C:18]([CH3:21])([CH3:20])[CH3:19])=[O:16])([O:17][C:18]([CH3:21])([CH3:20])[CH3:19])=[O:16]. The catalyst is C(O)C.[OH-].[Na+]. The product is [CH3:21][C:18]([O:17][C:15]([NH:4][C:3](=[N:5][C:15]([O:17][C:18]([CH3:21])([CH3:20])[CH3:19])=[O:16])[NH:2][C:6]1[CH:14]=[CH:13][C:9]([C:10]([OH:12])=[O:11])=[CH:8][CH:7]=1)=[O:16])([CH3:19])[CH3:20]. The yield is 0.750. (4) The reactants are [CH:1]([C:4]1[CH:13]=[C:12]([O:14][CH3:15])[C:11]([N+:16]([O-:18])=[O:17])=[CH:10][C:5]=1[O:6][CH2:7][C:8]#[N:9])([CH3:3])[CH3:2].CC(O[CH:24]([N:28]([CH3:30])C)[N:25](C)C)(C)C.Cl.[NH2:32]C1C=CC=CC=1.C(=O)(O)O.NC(N)=N. The catalyst is CCO.CN1C(=O)CCC1. The product is [CH:1]([C:4]1[CH:13]=[C:12]([O:14][CH3:15])[C:11]([N+:16]([O-:18])=[O:17])=[CH:10][C:5]=1[O:6][C:7]1[C:24]([NH2:25])=[N:28][C:30]([NH2:32])=[N:9][CH:8]=1)([CH3:3])[CH3:2]. The yield is 0.630.